From a dataset of NCI-60 drug combinations with 297,098 pairs across 59 cell lines. Regression. Given two drug SMILES strings and cell line genomic features, predict the synergy score measuring deviation from expected non-interaction effect. (1) Drug 2: C1=C(C(=O)NC(=O)N1)N(CCCl)CCCl. Drug 1: CCC1=CC2CC(C3=C(CN(C2)C1)C4=CC=CC=C4N3)(C5=C(C=C6C(=C5)C78CCN9C7C(C=CC9)(C(C(C8N6C)(C(=O)OC)O)OC(=O)C)CC)OC)C(=O)OC.C(C(C(=O)O)O)(C(=O)O)O. Cell line: OVCAR-4. Synergy scores: CSS=20.4, Synergy_ZIP=-9.01, Synergy_Bliss=-6.88, Synergy_Loewe=-4.99, Synergy_HSA=-5.29. (2) Drug 1: CC=C1C(=O)NC(C(=O)OC2CC(=O)NC(C(=O)NC(CSSCCC=C2)C(=O)N1)C(C)C)C(C)C. Drug 2: CC1C(C(CC(O1)OC2CC(OC(C2O)C)OC3=CC4=CC5=C(C(=O)C(C(C5)C(C(=O)C(C(C)O)O)OC)OC6CC(C(C(O6)C)O)OC7CC(C(C(O7)C)O)OC8CC(C(C(O8)C)O)(C)O)C(=C4C(=C3C)O)O)O)O. Cell line: UO-31. Synergy scores: CSS=12.9, Synergy_ZIP=-0.507, Synergy_Bliss=-0.937, Synergy_Loewe=0.0125, Synergy_HSA=-0.723. (3) Drug 1: CC1OCC2C(O1)C(C(C(O2)OC3C4COC(=O)C4C(C5=CC6=C(C=C35)OCO6)C7=CC(=C(C(=C7)OC)O)OC)O)O. Drug 2: C1=CN(C(=O)N=C1N)C2C(C(C(O2)CO)O)O.Cl. Cell line: UO-31. Synergy scores: CSS=21.5, Synergy_ZIP=-8.36, Synergy_Bliss=-5.71, Synergy_Loewe=-1.43, Synergy_HSA=-0.351. (4) Drug 1: C1=CC(=CC=C1C#N)C(C2=CC=C(C=C2)C#N)N3C=NC=N3. Drug 2: CC=C1C(=O)NC(C(=O)OC2CC(=O)NC(C(=O)NC(CSSCCC=C2)C(=O)N1)C(C)C)C(C)C. Cell line: 786-0. Synergy scores: CSS=7.09, Synergy_ZIP=-3.36, Synergy_Bliss=-4.50, Synergy_Loewe=-6.95, Synergy_HSA=-3.14.